Dataset: Peptide-MHC class II binding affinity with 134,281 pairs from IEDB. Task: Regression. Given a peptide amino acid sequence and an MHC pseudo amino acid sequence, predict their binding affinity value. This is MHC class II binding data. (1) The peptide sequence is GAASGLNGCCRCGAR. The MHC is DRB1_0405 with pseudo-sequence DRB1_0405. The binding affinity (normalized) is 0. (2) The peptide sequence is RQGIFQTVGSGLDHI. The MHC is DRB1_1501 with pseudo-sequence DRB1_1501. The binding affinity (normalized) is 0.297. (3) The peptide sequence is RGLSSRKRRSHDVLT. The MHC is HLA-DQA10103-DQB10603 with pseudo-sequence HLA-DQA10103-DQB10603. The binding affinity (normalized) is 0. (4) The peptide sequence is FHKRDMRLLSLAVSS. The MHC is DRB1_1301 with pseudo-sequence DRB1_1301. The binding affinity (normalized) is 0.770. (5) The peptide sequence is GCNRLKRMAVSGDDC. The MHC is DRB1_0701 with pseudo-sequence DRB1_0701. The binding affinity (normalized) is 0.324. (6) The peptide sequence is MAFLRSVSRLAAAVF. The MHC is DRB1_0301 with pseudo-sequence DRB1_0301. The binding affinity (normalized) is 0.486.